Dataset: Forward reaction prediction with 1.9M reactions from USPTO patents (1976-2016). Task: Predict the product of the given reaction. Given the reactants ClC1C=CC=C(C(OO)=[O:9])C=1.[C:12]([O:16][C:17]([N:19]1[CH2:24][CH2:23][N:22]([C:25](=[O:38])[C:26]2[CH:31]=[CH:30][C:29]([C:32]3[CH:37]=[CH:36][CH:35]=[CH:34][N:33]=3)=[CH:28][CH:27]=2)[CH2:21][CH2:20]1)=[O:18])([CH3:15])([CH3:14])[CH3:13].S([O-])([O-])(=O)=S.[Na+].[Na+].[Na+].[Cl-], predict the reaction product. The product is: [C:12]([O:16][C:17]([N:19]1[CH2:24][CH2:23][N:22]([C:25]([C:26]2[CH:31]=[CH:30][C:29]([C:32]3[CH:37]=[CH:36][CH:35]=[CH:34][N+:33]=3[O-:9])=[CH:28][CH:27]=2)=[O:38])[CH2:21][CH2:20]1)=[O:18])([CH3:15])([CH3:13])[CH3:14].